Dataset: NCI-60 drug combinations with 297,098 pairs across 59 cell lines. Task: Regression. Given two drug SMILES strings and cell line genomic features, predict the synergy score measuring deviation from expected non-interaction effect. (1) Drug 1: CCCS(=O)(=O)NC1=C(C(=C(C=C1)F)C(=O)C2=CNC3=C2C=C(C=N3)C4=CC=C(C=C4)Cl)F. Drug 2: CC12CCC(CC1=CCC3C2CCC4(C3CC=C4C5=CN=CC=C5)C)O. Cell line: SK-OV-3. Synergy scores: CSS=2.02, Synergy_ZIP=0.0530, Synergy_Bliss=2.49, Synergy_Loewe=0.598, Synergy_HSA=1.41. (2) Drug 1: COC1=C(C=C2C(=C1)N=CN=C2NC3=CC(=C(C=C3)F)Cl)OCCCN4CCOCC4. Drug 2: CC1OCC2C(O1)C(C(C(O2)OC3C4COC(=O)C4C(C5=CC6=C(C=C35)OCO6)C7=CC(=C(C(=C7)OC)O)OC)O)O. Cell line: 786-0. Synergy scores: CSS=44.8, Synergy_ZIP=3.14, Synergy_Bliss=4.81, Synergy_Loewe=5.84, Synergy_HSA=9.06. (3) Drug 1: C1CCC(C1)C(CC#N)N2C=C(C=N2)C3=C4C=CNC4=NC=N3. Drug 2: C1CN(P(=O)(OC1)NCCCl)CCCl. Cell line: UO-31. Synergy scores: CSS=14.7, Synergy_ZIP=-4.92, Synergy_Bliss=-3.19, Synergy_Loewe=-26.7, Synergy_HSA=-1.61.